This data is from Forward reaction prediction with 1.9M reactions from USPTO patents (1976-2016). The task is: Predict the product of the given reaction. (1) Given the reactants [Mg:1].Br[CH2:3][CH3:4].[NH:5]1[C:13]2[C:8](=[CH:9][CH:10]=[CH:11][N:12]=2)[CH:7]=[CH:6]1.[CH3:14][N:15]1[C:19](=[O:20])[C:18]([Br:21])=[C:17]([Br:22])[C:16]1=[O:23].[Cl-].[NH4+], predict the reaction product. The product is: [CH2:3]([Mg:1][Br:21])[CH3:4].[Br:22][C:17]1[C:16](=[O:23])[N:15]([CH3:14])[C:19](=[O:20])[C:18]=1[C:7]1[C:8]2[C:13](=[N:12][CH:11]=[CH:10][CH:9]=2)[NH:5][CH:6]=1. (2) Given the reactants CCC1C=CC(=O)[C:5]2=C[C:7]3[CH2:25][N:24]4[C:10](=[CH:11][C:12]5[C@@](O)(CC)C(=O)OC[C:13]=5[C:22]4=O)[C:8]=3[NH:9][C:4]=12.[CH2:30]([Cl:32])Cl.CN(C)C=[O:36].N1C=CC=CC=1, predict the reaction product. The product is: [N:24]1([CH:25]2[CH2:5][CH2:4][N:9]([C:30]([Cl:32])=[O:36])[CH2:8][CH2:7]2)[CH2:22][CH2:13][CH2:12][CH2:11][CH2:10]1. (3) The product is: [CH3:16][S:17]([O:20][CH2:21][CH:4]([N:1]=[N+:2]=[N-:3])[CH2:5][CH2:6][CH2:7][CH3:8])(=[O:19])=[O:18]. Given the reactants [N:1]([CH2:4][CH2:5][CH2:6][CH2:7][CH2:8]CO)=[N+:2]=[N-:3].S(Cl)(C)(=O)=O.[CH3:16][S:17]([O:20][CH2:21]CN=[N+]=[N-])(=[O:19])=[O:18], predict the reaction product. (4) Given the reactants [Cl:1][C:2]1[CH:3]=[CH:4][C:5]([C:18]2[N:22]([CH2:23][CH:24]3[CH2:29][CH2:28][CH2:27][CH2:26][CH2:25]3)[C:21]3[CH:30]=[C:31]([F:35])[C:32]([F:34])=[CH:33][C:20]=3[N:19]=2)=[C:6]([CH:17]=1)[O:7][CH2:8][C:9]1[CH:10]=[C:11]([CH:14]=[CH:15][CH:16]=1)[C:12]#[N:13].[N-:36]=[N+:37]=[N-:38].[Na+].[Cl-].[NH4+], predict the reaction product. The product is: [Cl:1][C:2]1[CH:3]=[CH:4][C:5]([C:18]2[N:22]([CH2:23][CH:24]3[CH2:29][CH2:28][CH2:27][CH2:26][CH2:25]3)[C:21]3[CH:30]=[C:31]([F:35])[C:32]([F:34])=[CH:33][C:20]=3[N:19]=2)=[C:6]([O:7][CH2:8][C:9]2[CH:16]=[CH:15][CH:14]=[C:11]([C:12]3[NH:38][N:37]=[N:36][N:13]=3)[CH:10]=2)[CH:17]=1.